Dataset: Reaction yield outcomes from USPTO patents with 853,638 reactions. Task: Predict the reaction yield, written as a fraction of the theoretical maximum amount of product (1.0 means a 100% yield; for example, 0.34 means a 34% yield). (1) The reactants are C(O)(=O)C.[C:5]([N:8]1[C:17]2[CH:16]=[CH:15][C:14]([NH2:18])=[CH:13][C:12]=2[C:11]2[N:19]([C:25]3[CH:33]=[CH:32][C:28]4[O:29][CH2:30][O:31][C:27]=4[CH:26]=3)[N:20]=[C:21]([C:22]([NH2:24])=[O:23])[C:10]=2[CH2:9]1)(=[O:7])[CH3:6].[Cl:34][C:35]1[N:43]=[CH:42][CH:41]=[CH:40][C:36]=1[C:37](O)=[O:38].CN(C(ON1N=NC2C=CC=NC1=2)=[N+](C)C)C.F[P-](F)(F)(F)(F)F.CCN(C(C)C)C(C)C. The catalyst is CN(C=O)C. The product is [C:5]([N:8]1[C:17]2[CH:16]=[CH:15][C:14]([NH:18][C:37]([C:36]3[C:35]([Cl:34])=[N:43][CH:42]=[CH:41][CH:40]=3)=[O:38])=[CH:13][C:12]=2[C:11]2[N:19]([C:25]3[CH:33]=[CH:32][C:28]4[O:29][CH2:30][O:31][C:27]=4[CH:26]=3)[N:20]=[C:21]([C:22]([NH2:24])=[O:23])[C:10]=2[CH2:9]1)(=[O:7])[CH3:6]. The yield is 0.190. (2) The reactants are [OH:1][C:2]1[CH:11]=[C:10]2[C:5]([C:6]([CH3:15])=[C:7]([C:13]#[N:14])[C:8](=[O:12])[O:9]2)=[CH:4][CH:3]=1.[NH4+]=[S:17]. The catalyst is CN(C)C=O. The product is [OH:1][C:2]1[CH:11]=[C:10]2[C:5]([C:6]([CH3:15])=[C:7]([C:13](=[S:17])[NH2:14])[C:8](=[O:12])[O:9]2)=[CH:4][CH:3]=1. The yield is 0.360. (3) The reactants are [NH2:1][C:2]1[C:3]([C:7]2[N:11]([C:12]3[CH:17]=[CH:16][C:15]([F:18])=[C:14]([Br:19])[CH:13]=3)[C:10](=[O:20])[O:9][N:8]=2)=[N:4][O:5][N:6]=1.[F:21][C:22]([F:33])([F:32])[C:23](O[C:23](=[O:24])[C:22]([F:33])([F:32])[F:21])=[O:24]. The catalyst is N1C=CC=CC=1.CN(C)C1C=CN=CC=1. The product is [Br:19][C:14]1[CH:13]=[C:12]([N:11]2[C:10](=[O:20])[O:9][N:8]=[C:7]2[C:3]2[C:2]([NH:1][C:23](=[O:24])[C:22]([F:33])([F:32])[F:21])=[N:6][O:5][N:4]=2)[CH:17]=[CH:16][C:15]=1[F:18]. The yield is 0.890.